This data is from Aqueous solubility values for 9,982 compounds from the AqSolDB database. The task is: Regression/Classification. Given a drug SMILES string, predict its absorption, distribution, metabolism, or excretion properties. Task type varies by dataset: regression for continuous measurements (e.g., permeability, clearance, half-life) or binary classification for categorical outcomes (e.g., BBB penetration, CYP inhibition). For this dataset (solubility_aqsoldb), we predict Y. (1) The molecule is CN(C)CCN(Cc1cccs1)c1ccccn1. The Y is -2.64 log mol/L. (2) The molecule is NCC(=O)NCC(=O)NCC(=O)O. The Y is -0.530 log mol/L. (3) The drug is Cc1cccc(C(=O)O)c1S(=O)(=O)NC(=O)Nc1nc(OCC(F)(F)F)nc(N(C)C)n1. The Y is -5.68 log mol/L. (4) The molecule is CC12CCC(=O)C=C1C=CC1C2CCC2(C)C1CCC2(O)CCC(=O)O. The Y is -5.17 log mol/L. (5) The compound is O=C(Nc1ccc([N+](=O)[O-])cc1Cl)c1cc(Cl)ccc1O. The Y is -5.31 log mol/L. (6) The molecule is CCCC(Br)C(=O)NC(N)=O. The Y is -1.43 log mol/L. (7) The molecule is O=[N+]([O-])c1ccc(O)c([N+](=O)[O-])c1-c1ccccc1. The Y is -3.72 log mol/L. (8) The compound is FCCCl. The Y is -0.529 log mol/L. (9) The drug is CCc1cccc(C)n1. The Y is -0.823 log mol/L. (10) The molecule is CCCCOCOCCCC. The Y is -2.81 log mol/L.